Dataset: Catalyst prediction with 721,799 reactions and 888 catalyst types from USPTO. Task: Predict which catalyst facilitates the given reaction. (1) Reactant: C([N:8](CC1C=CC=CC=1)[C@@H:9]1[CH2:22][CH2:21][C@:20]2([O:23][CH3:24])[C@:11]34[CH2:27][CH2:26][N:25]([CH3:28])[C@@H:19]2[CH2:18][C:17]2[CH:16]=[CH:15][C:14]([OH:29])=[C:13]([O:30][C@@H:10]13)[C:12]4=2)C1C=CC=CC=1.C1CCCCC=1. Product: [NH2:8][C@@H:9]1[CH2:22][CH2:21][C@:20]2([O:23][CH3:24])[C@:11]34[CH2:27][CH2:26][N:25]([CH3:28])[C@@H:19]2[CH2:18][C:17]2[CH:16]=[CH:15][C:14]([OH:29])=[C:13]([O:30][C@@H:10]13)[C:12]4=2. The catalyst class is: 43. (2) Reactant: [NH2:1][C:2]1[C:3]([O:12][CH3:13])=[C:4]([CH:9]=[CH:10][CH:11]=1)[C:5]([O:7][CH3:8])=[O:6].C(N(CC)CC)C.[C:21]([C:23]1[CH:31]=[CH:30][C:26]([C:27](Cl)=[O:28])=[CH:25][CH:24]=1)#[N:22]. Product: [C:21]([C:23]1[CH:31]=[CH:30][C:26]([C:27]([NH:1][C:2]2[C:3]([O:12][CH3:13])=[C:4]([CH:9]=[CH:10][CH:11]=2)[C:5]([O:7][CH3:8])=[O:6])=[O:28])=[CH:25][CH:24]=1)#[N:22]. The catalyst class is: 4. (3) Reactant: [F:1][CH2:2][CH2:3][N:4]1[C:12]2[C:7](=[CH:8][C:9]([N+:13]([O-])=O)=[CH:10][CH:11]=2)[CH:6]=[CH:5]1.[H][H]. Product: [F:1][CH2:2][CH2:3][N:4]1[C:12]2[C:7](=[CH:8][C:9]([NH2:13])=[CH:10][CH:11]=2)[CH:6]=[CH:5]1. The catalyst class is: 867. (4) The catalyst class is: 232. Reactant: [CH3:1][N:2]([CH:12]1[CH:17]([CH3:18])[CH2:16][CH2:15][NH:14][CH2:13]1)[C:3]1[C:4]2[CH:11]=[CH:10][NH:9][C:5]=2[N:6]=[CH:7][N:8]=1.[C:19]([CH2:21][C:22](O)=[O:23])#[N:20].C(N(CC)CC)C.CC(C)(C)C(Cl)=O.[OH-].[Na+].[C:41]([OH:53])(=[O:52])[CH2:42][C:43]([CH2:48][C:49]([OH:51])=[O:50])([C:45]([OH:47])=[O:46])[OH:44]. Product: [C:41]([OH:53])(=[O:52])[CH2:42][C:43]([CH2:48][C:49]([OH:51])=[O:50])([C:45]([OH:47])=[O:46])[OH:44].[CH3:18][C@@H:17]1[CH2:16][CH2:15][N:14]([C:22](=[O:23])[CH2:21][C:19]#[N:20])[CH2:13][C@@H:12]1[N:2]([CH3:1])[C:3]1[C:4]2[CH:11]=[CH:10][NH:9][C:5]=2[N:6]=[CH:7][N:8]=1.